From a dataset of Experimentally validated miRNA-target interactions with 360,000+ pairs, plus equal number of negative samples. Binary Classification. Given a miRNA mature sequence and a target amino acid sequence, predict their likelihood of interaction. (1) The miRNA is mmu-miR-3076-3p with sequence CGCACUCUGGUCUUCCCUUGCAG. The protein sequence of the target gene is MASDTPESLMALCTDFCLRNLDGTLGYLLDKETLRLHPDIFLPSEICDRLVNEYVELVNAACNFEPHESFFSLFSDPRSTRLTRIHLREDLVQDQDLEAIRKQDLVELYLTNCEKLSAKSLQTLRSFSHTLVSLSLFGCTNIFYEEENPGGCEDEYLVNPTCQVLVKDFTFEGFSRLRFLNLGRMIDWVPVESLLRPLNSLAALDLSGIQTSDAAFLTQWKDSLVSLVLYNMDLSDDHIRVIVQLHKLRHLDISRDRLSSYYKFKLTREVLSLFVQKLGNLMSLDISGHMILENCSISKM.... Result: 0 (no interaction). (2) The miRNA is mmu-miR-717 with sequence CUCAGACAGAGAUACCUUCUCU. The protein sequence of the target gene is MALLVHFLPLLALLALWEPKPTQAFVKQHLCGPHLVEALYLVCGERGFFYTPKSRREVEDPQVEQLELGGSPGDLQTLALEVARQKRGIVDQCCTSICSLYQLENYCN. Result: 0 (no interaction). (3) The miRNA is mmu-miR-138-5p with sequence AGCUGGUGUUGUGAAUCAGGCCG. The protein sequence of the target gene is MHSPGSTGPGDGRAADIMDICESILERKRHDSERSTCSVLEQTDIEAVEALVCMSSWGQRSQMRPLTPVSDSGDVTTAVLMDTAAPDLPKDFHSFSTLCITPPQSPELTEPSTGTPVPSQVVNSKGCMVTALPPSPAGGPRTLSKREPLEPASGSSCRAVMTSVIRHTGESPAPTRFPTGPTQEQRASDSGEGQERLLDHLEALQDTRLANGLLVTNLVSCQPCLHKSGGSFPTDKGQQTGWPAAVQTCLPKNPESDLSRKITPLISVPVSSPPVLCQMIPVAGQNGLFSAFLKPPTQLP.... Result: 0 (no interaction). (4) The miRNA is hsa-miR-6749-5p with sequence UCGGGCCUGGGGUUGGGGGAGC. The protein sequence of the target gene is MAKEGVEKAEETEQMIEKEAGKEPAEGGGGDGSHRLGDAQEMRAVVLAGFGGLNKLRLFRKAMPEPQDGELKIRVKACGLNFIDLMVRQGNIDNPPKTPLVPGFECSGIVEALGDSVKGYEIGDRVMAFVNYNAWAEVVCTPVEFVYKIPDDMSFSEAAAFPMNFVTAYVMLFEVANLREGMSVLVHSAGGGVGQAVAQLCSTVPNVTVFGTASTFKHEAIKDSVTHLFDRNADYVQEVKRISAEGVDIVLDCLCGDNTGKGLSLLKPLGTYILYGSSNMVTGETKSFFSFAKSWWQVEK.... Result: 0 (no interaction). (5) The miRNA is mmu-miR-466a-3p with sequence UAUACAUACACGCACACAUAAGA. The protein sequence of the target gene is MRPKTFPATTYSGNSRQRLQEIREGLKQPSKASTQGLLVGPNSDTSLDAKVLGSKDASRQQQMRATPKFGPYQKALREIRYSLLPFANESGTSAAAEVNRQMLQELVNAGCDQEMAGRALKQTGSRSIEAALEYISKMGYLDPRNEQIVRVIKQTSPGKGLAPTPVTRRPSFEGTGEALPSYHQLGGANYEGPAALEEMPRQYLDFLFPGAGAGTHGAQAHQHPPKGYSTAVEPSAHFPGTHYGRGHLLSEQPGYGVQRSSSFQNKTPPDAYSSMAKAQGGPPASLTFPAHAGLYTASHH.... Result: 0 (no interaction). (6) Result: 1 (interaction). The miRNA is hsa-miR-181a-5p with sequence AACAUUCAACGCUGUCGGUGAGU. The protein sequence of the target gene is MLCWGYWSLGQPGISTNLQGIVAEPQVCGFISDRSVKEVACGGNHSVFLLEDGEVYTCGLNTKGQLGHEREGNKPEQIGALADQHIIHVACGESHSLALSDRGQLFSWGAGSDGQLGLMTTEDSVAVPRLIQKLNQQTILQVSCGNWHCLALAADGQFFTWGKNSHGQLGLGKEFPSQASPQRVRSLEGIPLAQVAAGGAHSFALSLSGAVFGWGMNNAGQLGLSDEKDRESPCHVKLLRTQKVVYISCGEEHTAVLTKSGGVFTFGAGSCGQLGHDSMNDEVNPRRVLELMGSEVTQIA....